From a dataset of Cav3 T-type calcium channel HTS with 100,875 compounds. Binary Classification. Given a drug SMILES string, predict its activity (active/inactive) in a high-throughput screening assay against a specified biological target. (1) The molecule is s1c2c(nc1NC(=O)c1sccc1)c1c(OC2)cccc1. The result is 0 (inactive). (2) The compound is Clc1ccc(c2nc(N(CC)CC)c(c(c2)C(F)(F)F)C#N)cc1. The result is 0 (inactive). (3) The drug is S\1c2nc3c(cc2CN(Cc2occc2)C1=N/CCOC)cccc3C. The result is 0 (inactive).